The task is: Predict which catalyst facilitates the given reaction.. This data is from Catalyst prediction with 721,799 reactions and 888 catalyst types from USPTO. (1) Reactant: [F:1][C:2]1[CH:9]=[CH:8][C:7]([F:10])=[CH:6][C:3]=1[CH:4]=[O:5].[CH3:11][N:12]1[C:16]2[CH:17]=[CH:18][CH:19]=[CH:20][C:15]=2[N:14]=[CH:13]1.[C:21](O[C:21]([O:23][C:24]([CH3:27])([CH3:26])[CH3:25])=[O:22])([O:23][C:24]([CH3:27])([CH3:26])[CH3:25])=[O:22]. Product: [C:24]([O:23][C:21]([O:5][CH:4]([C:3]1[CH:6]=[C:7]([F:10])[CH:8]=[CH:9][C:2]=1[F:1])[C:13]1[N:12]([CH3:11])[C:16]2[CH:17]=[CH:18][CH:19]=[CH:20][C:15]=2[N:14]=1)=[O:22])([CH3:27])([CH3:26])[CH3:25]. The catalyst class is: 10. (2) Reactant: [F:1][C:2]1[CH:3]=[CH:4][CH:5]=[C:6]2[C:10]=1[N:9]([C:11]1[N:12]=[N:13][N:14]([CH:16]3[CH2:21][CH2:20][N:19](C(OC(C)(C)C)=O)[CH2:18][CH2:17]3)[CH:15]=1)[N:8]=[C:7]2[CH:29]([CH3:31])[CH3:30].[F:32][C:33]([F:38])([F:37])[C:34]([OH:36])=[O:35]. Product: [F:32][C:33]([F:38])([F:37])[C:34]([OH:36])=[O:35].[F:1][C:2]1[CH:3]=[CH:4][CH:5]=[C:6]2[C:10]=1[N:9]([C:11]1[N:12]=[N:13][N:14]([CH:16]3[CH2:21][CH2:20][NH:19][CH2:18][CH2:17]3)[CH:15]=1)[N:8]=[C:7]2[CH:29]([CH3:31])[CH3:30]. The catalyst class is: 2.